Dataset: Reaction yield outcomes from USPTO patents with 853,638 reactions. Task: Predict the reaction yield, written as a fraction of the theoretical maximum amount of product (1.0 means a 100% yield; for example, 0.34 means a 34% yield). (1) The reactants are O.O.[Sn](Cl)Cl.[N+:6]([C:9]1[CH:14]=[CH:13][CH:12]=[CH:11][C:10]=1[S:15]([NH:18][C:19]1[CH:20]=[CH:21][CH:22]=[C:23]2[C:28]=1[N:27]=[CH:26][CH:25]=[CH:24]2)(=[O:17])=[O:16])([O-])=O. The catalyst is CCO. The product is [NH2:6][C:9]1[CH:14]=[CH:13][CH:12]=[CH:11][C:10]=1[S:15]([NH:18][C:19]1[CH:20]=[CH:21][CH:22]=[C:23]2[C:28]=1[N:27]=[CH:26][CH:25]=[CH:24]2)(=[O:17])=[O:16]. The yield is 0.530. (2) The catalyst is C(OCC)(=O)C.[Cl-].[Na+].O. The product is [OH:21][C:22]1[CH:29]=[CH:28][C:25](/[CH:26]=[CH:13]/[C:12](=[O:14])[CH2:11][C:10](=[O:15])[CH2:9][CH2:8][C:5]2[CH:4]=[CH:3][C:2]([OH:1])=[CH:7][CH:6]=2)=[C:24]([O:30][CH3:31])[CH:23]=1. The yield is 0.440. The reactants are [OH:1][C:2]1[CH:7]=[CH:6][C:5]([CH2:8][CH2:9][C:10](=[O:15])[CH2:11][C:12](=[O:14])[CH3:13])=[CH:4][CH:3]=1.B(OB=O)=O.[OH:21][C:22]1[CH:29]=[CH:28][C:25]([CH:26]=O)=[C:24]([O:30][CH3:31])[CH:23]=1.B(OCCCC)(OCCCC)OCCCC.C(N)CCC.Cl.C([O-])(O)=O.[Na+]. (3) The reactants are [CH3:1][N:2]([CH3:20])[C:3]([C:5]1[N:14]([CH:15]2[CH2:19][CH2:18][CH2:17][CH2:16]2)[C:8]2[N:9]=[C:10](Cl)[N:11]=[CH:12][C:7]=2[CH:6]=1)=[O:4].C(OC([N:28]1[CH2:33][CH2:32][CH:31]([N:34]([C:36]([C:38]2[CH:39]=[N:40][C:41]([NH2:44])=[CH:42][CH:43]=2)=[O:37])[CH3:35])[CH2:30][CH2:29]1)=O)(C)(C)C. No catalyst specified. The product is [CH3:1][N:2]([CH3:20])[C:3]([C:5]1[N:14]([CH:15]2[CH2:19][CH2:18][CH2:17][CH2:16]2)[C:8]2[N:9]=[C:10]([NH:44][C:41]3[CH:42]=[CH:43][C:38]([C:36](=[O:37])[N:34]([CH3:35])[CH:31]4[CH2:32][CH2:33][NH:28][CH2:29][CH2:30]4)=[CH:39][N:40]=3)[N:11]=[CH:12][C:7]=2[CH:6]=1)=[O:4]. The yield is 0.160. (4) The reactants are C[O:2][C:3](=O)[C:4]1[CH:9]=[CH:8][C:7]([O:10][CH3:11])=[CH:6][C:5]=1[C:12]([C:15]1[N:16](S(C)(=O)=O)[C:17]2[C:22]([CH:23]=1)=[CH:21][CH:20]=[C:19]([C:24]#[N:25])[CH:18]=2)([CH3:14])[CH3:13].[F-].C([N+](CCCC)(CCCC)CCCC)CCC.[OH-].[Na+].Cl. The catalyst is C1COCC1. The product is [CH3:11][O:10][C:7]1[CH:8]=[CH:9][C:4]2[C:3](=[O:2])[C:23]3[C:22]4[C:17](=[CH:18][C:19]([C:24]#[N:25])=[CH:20][CH:21]=4)[NH:16][C:15]=3[C:12]([CH3:13])([CH3:14])[C:5]=2[CH:6]=1. The yield is 0.620. (5) The reactants are [NH2:1][C:2]1[CH:3]=[C:4]([CH:7]=[CH:8][C:9]=1[NH2:10])[C:5]#[N:6].[CH2:11]([O:13][C:14]([C@@H:16]1[CH2:18][C@H:17]1[C:19](O)=O)=[O:15])[CH3:12].C(N(CC)CC)C.CN(C(ON1N=NC2C=CC=CC1=2)=[N+](C)C)C.F[P-](F)(F)(F)(F)F. The product is [C:5]([C:4]1[CH:7]=[CH:8][C:9]2[NH:10][C:19]([CH:17]3[CH2:18][CH:16]3[C:14]([O:13][CH2:11][CH3:12])=[O:15])=[N:1][C:2]=2[CH:3]=1)#[N:6]. The yield is 0.400. The catalyst is CN(C=O)C.O. (6) The reactants are [OH-].[K+].[F:3][C:4]1[CH:9]=[C:8]([F:10])[CH:7]=[CH:6][C:5]=1[SH:11].[Cl:12][C:13]1[N:20]=[C:19](Cl)[CH:18]=[CH:17][C:14]=1[C:15]#[N:16].Cl. The catalyst is C(O)C.O. The product is [Cl:12][C:13]1[N:20]=[C:19]([S:11][C:5]2[CH:6]=[CH:7][C:8]([F:10])=[CH:9][C:4]=2[F:3])[CH:18]=[CH:17][C:14]=1[C:15]#[N:16]. The yield is 0.660. (7) The reactants are [Cl:1][C:2]1[CH:3]=[C:4]([N:9]=[C:10]([C:13]2[C:17]([CH2:18][O:19][Si:20]([CH:27]([CH3:29])[CH3:28])([CH:24]([CH3:26])[CH3:25])[CH:21]([CH3:23])[CH3:22])=[N:16][O:15][N:14]=2)SC)[CH:5]=[CH:6][C:7]=1[F:8].[NH2:30][OH:31]. The catalyst is CCO. The product is [Cl:1][C:2]1[CH:3]=[C:4]([NH:9][C:10]([C:13]2[C:17]([CH2:18][O:19][Si:20]([CH:27]([CH3:29])[CH3:28])([CH:24]([CH3:26])[CH3:25])[CH:21]([CH3:23])[CH3:22])=[N:16][O:15][N:14]=2)=[N:30][OH:31])[CH:5]=[CH:6][C:7]=1[F:8]. The yield is 0.890.